Dataset: Catalyst prediction with 721,799 reactions and 888 catalyst types from USPTO. Task: Predict which catalyst facilitates the given reaction. (1) Reactant: [I-].[K+].C(=O)([O-])[O-].[Na+].[Na+].[CH:9]1([CH:15]([CH:27]2[CH2:32][CH2:31][CH2:30][CH2:29][CH2:28]2)[C:16]([NH:18][C@@H:19]2[C@H:26]3[C@H:22]([CH2:23][NH:24][CH2:25]3)[CH2:21][CH2:20]2)=[O:17])[CH2:14][CH2:13][CH2:12][CH2:11][CH2:10]1.Br[CH:34]([C:41]1[CH:46]=[CH:45][CH:44]=[CH:43][CH:42]=1)[C:35]1[CH:40]=[CH:39][CH:38]=[CH:37][CH:36]=1. Product: [CH:34]([N:24]1[CH2:25][C@H:26]2[C@@H:19]([NH:18][C:16](=[O:17])[CH:15]([CH:9]3[CH2:10][CH2:11][CH2:12][CH2:13][CH2:14]3)[CH:27]3[CH2:32][CH2:31][CH2:30][CH2:29][CH2:28]3)[CH2:20][CH2:21][C@H:22]2[CH2:23]1)([C:35]1[CH:40]=[CH:39][CH:38]=[CH:37][CH:36]=1)[C:41]1[CH:46]=[CH:45][CH:44]=[CH:43][CH:42]=1. The catalyst class is: 311. (2) Reactant: [F:1][C:2]1[CH:3]=[C:4]([CH:19]=[CH:20][CH:21]=1)[O:5][CH:6]([C:13]1[CH:18]=[CH:17][CH:16]=[CH:15][CH:14]=1)[CH:7]1[CH2:12][CH2:11][NH:10][CH2:9][CH2:8]1.[CH3:22][S:23]([OH:26])(=[O:25])=[O:24]. Product: [CH3:22][S:23]([OH:26])(=[O:25])=[O:24].[F:1][C:2]1[CH:3]=[C:4]([CH:19]=[CH:20][CH:21]=1)[O:5][CH:6]([C:13]1[CH:14]=[CH:15][CH:16]=[CH:17][CH:18]=1)[CH:7]1[CH2:8][CH2:9][NH:10][CH2:11][CH2:12]1. The catalyst class is: 131.